From a dataset of CYP1A2 inhibition data for predicting drug metabolism from PubChem BioAssay. Regression/Classification. Given a drug SMILES string, predict its absorption, distribution, metabolism, or excretion properties. Task type varies by dataset: regression for continuous measurements (e.g., permeability, clearance, half-life) or binary classification for categorical outcomes (e.g., BBB penetration, CYP inhibition). Dataset: cyp1a2_veith. The molecule is O=C(O)c1c(Cl)c(Cl)c(Cl)c(Cl)c1C(=O)Nc1ccc2cn[nH]c2c1. The result is 1 (inhibitor).